This data is from Catalyst prediction with 721,799 reactions and 888 catalyst types from USPTO. The task is: Predict which catalyst facilitates the given reaction. (1) Reactant: [S:1]1[CH:5]=[CH:4][C:3]2[CH:6]=[C:7]([C:10](O)([CH2:13][CH3:14])[CH2:11][CH3:12])[CH:8]=[CH:9][C:2]1=2.[NH:16]1[C:24]2[C:19](=[CH:20][CH:21]=[CH:22][C:23]=2[NH:25][S:26]([CH3:29])(=[O:28])=[O:27])[CH:18]=[CH:17]1.C(O)(C(F)(F)F)=O. Product: [S:1]1[CH:5]=[CH:4][C:3]2[CH:6]=[C:7]([C:10]([C:18]3[C:19]4[C:24](=[C:23]([NH:25][S:26]([CH3:29])(=[O:27])=[O:28])[CH:22]=[CH:21][CH:20]=4)[NH:16][CH:17]=3)([CH2:13][CH3:14])[CH2:11][CH3:12])[CH:8]=[CH:9][C:2]1=2. The catalyst class is: 2. (2) Reactant: [CH3:1][NH:2][CH2:3][CH2:4][CH2:5][N:6]1[C:15]2[CH2:14][CH2:13][CH2:12][CH2:11][C:10]=2[C:9](=[O:16])[NH:8][C:7]1=[O:17].[F:18][C:19]1[CH:24]=[CH:23][C:22]([S:25](Cl)(=[O:27])=[O:26])=[CH:21][CH:20]=1.Cl. Product: [O:17]=[C:7]1[NH:8][C:9](=[O:16])[C:10]2[CH2:11][CH2:12][CH2:13][CH2:14][C:15]=2[N:6]1[CH2:5][CH2:4][CH2:3][N:2]([CH3:1])[S:25]([C:22]1[CH:23]=[CH:24][C:19]([F:18])=[CH:20][CH:21]=1)(=[O:27])=[O:26]. The catalyst class is: 17.